Dataset: NCI-60 drug combinations with 297,098 pairs across 59 cell lines. Task: Regression. Given two drug SMILES strings and cell line genomic features, predict the synergy score measuring deviation from expected non-interaction effect. (1) Synergy scores: CSS=-6.96, Synergy_ZIP=2.41, Synergy_Bliss=-2.54, Synergy_Loewe=-9.01, Synergy_HSA=-7.86. Drug 1: C1CNP(=O)(OC1)N(CCCl)CCCl. Cell line: RXF 393. Drug 2: COCCOC1=C(C=C2C(=C1)C(=NC=N2)NC3=CC=CC(=C3)C#C)OCCOC.Cl. (2) Drug 1: CC1=C(C=C(C=C1)C(=O)NC2=CC(=CC(=C2)C(F)(F)F)N3C=C(N=C3)C)NC4=NC=CC(=N4)C5=CN=CC=C5. Drug 2: COC1=C2C(=CC3=C1OC=C3)C=CC(=O)O2. Cell line: NCIH23. Synergy scores: CSS=7.93, Synergy_ZIP=-3.55, Synergy_Bliss=-3.21, Synergy_Loewe=-0.542, Synergy_HSA=-0.418. (3) Drug 1: CN1C2=C(C=C(C=C2)N(CCCl)CCCl)N=C1CCCC(=O)O.Cl. Drug 2: CC(C)(C#N)C1=CC(=CC(=C1)CN2C=NC=N2)C(C)(C)C#N. Cell line: RXF 393. Synergy scores: CSS=-0.433, Synergy_ZIP=-0.658, Synergy_Bliss=-0.761, Synergy_Loewe=-3.11, Synergy_HSA=-2.18. (4) Drug 1: C1=NC(=NC(=O)N1C2C(C(C(O2)CO)O)O)N. Drug 2: CN1C2=C(C=C(C=C2)N(CCCl)CCCl)N=C1CCCC(=O)O.Cl. Cell line: PC-3. Synergy scores: CSS=10.7, Synergy_ZIP=-5.15, Synergy_Bliss=0.585, Synergy_Loewe=-15.6, Synergy_HSA=-0.661. (5) Drug 1: CN1CCC(CC1)COC2=C(C=C3C(=C2)N=CN=C3NC4=C(C=C(C=C4)Br)F)OC. Drug 2: CC1C(C(=O)NC(C(=O)N2CCCC2C(=O)N(CC(=O)N(C(C(=O)O1)C(C)C)C)C)C(C)C)NC(=O)C3=C4C(=C(C=C3)C)OC5=C(C(=O)C(=C(C5=N4)C(=O)NC6C(OC(=O)C(N(C(=O)CN(C(=O)C7CCCN7C(=O)C(NC6=O)C(C)C)C)C)C(C)C)C)N)C. Cell line: RPMI-8226. Synergy scores: CSS=13.3, Synergy_ZIP=35.2, Synergy_Bliss=34.6, Synergy_Loewe=28.5, Synergy_HSA=28.9. (6) Drug 1: CS(=O)(=O)CCNCC1=CC=C(O1)C2=CC3=C(C=C2)N=CN=C3NC4=CC(=C(C=C4)OCC5=CC(=CC=C5)F)Cl. Drug 2: COC1=C2C(=CC3=C1OC=C3)C=CC(=O)O2. Cell line: PC-3. Synergy scores: CSS=-2.80, Synergy_ZIP=1.98, Synergy_Bliss=0.969, Synergy_Loewe=-1.58, Synergy_HSA=-3.11. (7) Drug 1: C1=NC2=C(N1)C(=S)N=CN2. Drug 2: C1CCC(C(C1)N)N.C(=O)(C(=O)[O-])[O-].[Pt+4]. Cell line: T-47D. Synergy scores: CSS=18.5, Synergy_ZIP=-10.00, Synergy_Bliss=1.12, Synergy_Loewe=-1.07, Synergy_HSA=2.81.